From a dataset of Reaction yield outcomes from USPTO patents with 853,638 reactions. Predict the reaction yield, written as a fraction of the theoretical maximum amount of product (1.0 means a 100% yield; for example, 0.34 means a 34% yield). The reactants are [CH3:1][O:2][C:3](=[O:17])[C:4]([NH:12][C:13]([O:15][CH3:16])=[O:14])=[CH:5][CH:6]1[CH2:11][CH2:10][O:9][CH2:8][CH2:7]1. The catalyst is CO.C(Cl)Cl. The product is [CH3:1][O:2][C:3](=[O:17])[CH:4]([NH:12][C:13]([O:15][CH3:16])=[O:14])[CH2:5][CH:6]1[CH2:7][CH2:8][O:9][CH2:10][CH2:11]1. The yield is 0.770.